From a dataset of Buchwald-Hartwig C-N cross coupling reaction yields with 55,370 reactions. Predict the reaction yield, written as a fraction of the theoretical maximum amount of product (1.0 means a 100% yield; for example, 0.34 means a 34% yield). (1) The reactants are CCc1ccc(Cl)cc1.Cc1ccc(N)cc1.O=S(=O)(O[Pd]1c2ccccc2-c2ccccc2N~1)C(F)(F)F.CC(C)c1cc(C(C)C)c(-c2ccccc2P(C2CCCCC2)C2CCCCC2)c(C(C)C)c1.CCN=P(N=P(N(C)C)(N(C)C)N(C)C)(N(C)C)N(C)C.COC(=O)c1ccno1. No catalyst specified. The product is CCc1ccc(Nc2ccc(C)cc2)cc1. The yield is 0.0691. (2) The reactants are Brc1cccnc1.Cc1ccc(N)cc1.O=S(=O)(O[Pd]1c2ccccc2-c2ccccc2N~1)C(F)(F)F.CC(C)c1cc(C(C)C)c(-c2ccccc2P(C(C)(C)C)C(C)(C)C)c(C(C)C)c1.CN(C)C(=NC(C)(C)C)N(C)C.c1ccc(CN(Cc2ccccc2)c2ccno2)cc1. No catalyst specified. The product is Cc1ccc(Nc2cccnc2)cc1. The yield is 0.417. (3) The reactants are FC(F)(F)c1ccc(I)cc1.Cc1ccc(N)cc1.O=S(=O)(O[Pd]1c2ccccc2-c2ccccc2N~1)C(F)(F)F.CC(C)c1cc(C(C)C)c(-c2ccccc2P(C(C)(C)C)C(C)(C)C)c(C(C)C)c1.CN(C)C(=NC(C)(C)C)N(C)C.COC(=O)c1ccno1. No catalyst specified. The product is Cc1ccc(Nc2ccc(C(F)(F)F)cc2)cc1. The yield is 0.301. (4) The reactants are FC(F)(F)c1ccc(I)cc1.Cc1ccc(N)cc1.O=S(=O)(O[Pd]1c2ccccc2-c2ccccc2N~1)C(F)(F)F.CC(C)c1cc(C(C)C)c(-c2ccccc2P(C2CCCCC2)C2CCCCC2)c(C(C)C)c1.CN(C)C(=NC(C)(C)C)N(C)C.Fc1cccc(F)c1-c1ccno1. No catalyst specified. The product is Cc1ccc(Nc2ccc(C(F)(F)F)cc2)cc1. The yield is 0.255. (5) The reactants are CCc1ccc(Cl)cc1.Cc1ccc(N)cc1.O=S(=O)(O[Pd]1c2ccccc2-c2ccccc2N~1)C(F)(F)F.CC(C)c1cc(C(C)C)c(-c2ccccc2P(C2CCCCC2)C2CCCCC2)c(C(C)C)c1.CN1CCCN2CCCN=C12.c1ccc2nocc2c1. No catalyst specified. The product is CCc1ccc(Nc2ccc(C)cc2)cc1. The yield is 0.